This data is from Reaction yield outcomes from USPTO patents with 853,638 reactions. The task is: Predict the reaction yield, written as a fraction of the theoretical maximum amount of product (1.0 means a 100% yield; for example, 0.34 means a 34% yield). (1) The reactants are C(=O)([O-])[O-].[K+].[K+].[N+]([C:10]1[CH:11]=[C:12]([C:18]#[N:19])[C:13](=[CH:16][CH:17]=1)[C:14]#[N:15])([O-])=O.Cl. The catalyst is O.C1(C)C=CC=CC=1. The product is [C:18](#[N:19])[C:12]1[C:13](=[CH:16][CH:17]=[CH:10][CH:11]=1)[C:14]#[N:15]. The yield is 0.770. (2) The reactants are [CH3:1][O:2][C:3](=[O:17])[C:4]1[CH:9]=[CH:8][C:7]([N+:10]([O-])=O)=[C:6]([C:13]([F:16])([F:15])[F:14])[CH:5]=1.C(OCC)(=O)C. The catalyst is CO. The product is [CH3:1][O:2][C:3](=[O:17])[C:4]1[CH:9]=[CH:8][C:7]([NH2:10])=[C:6]([C:13]([F:14])([F:16])[F:15])[CH:5]=1. The yield is 0.980. (3) The reactants are [CH2:1]([O:3][C:4]([C:6]1[CH:10]=[CH:9][NH:8][N:7]=1)=[O:5])[CH3:2].I[CH:12]([CH3:14])[CH3:13].CC[O-].[Na+].CC(O)=O. The catalyst is C1COCC1.O. The product is [CH2:1]([O:3][C:4]([C:6]1[CH:10]=[CH:9][N:8]([CH:12]([CH3:14])[CH3:13])[N:7]=1)=[O:5])[CH3:2]. The yield is 0.960. (4) The reactants are Cl.[NH:2]1[CH2:6][CH2:5][CH:4]2[CH2:7][N:8]([CH2:10][C:11]3[CH:26]=[CH:25][C:14]([O:15][C:16]4[S:17][C:18]5[CH:24]=[CH:23][CH:22]=[CH:21][C:19]=5[N:20]=4)=[CH:13][CH:12]=3)[CH2:9][CH:3]12.CCN(CC)CC.C([NH:41][CH2:42][C:43](O)=[O:44])(OC(C)(C)C)=O.Cl.CN(C)CCCN=C=NCC.FC(F)(F)C(O)=O. The catalyst is C(Cl)Cl.CO.CS(C)=O. The product is [NH2:41][CH2:42][C:43]([N:2]1[CH2:6][CH2:5][CH:4]2[CH2:7][N:8]([CH2:10][C:11]3[CH:26]=[CH:25][C:14]([O:15][C:16]4[S:17][C:18]5[CH:24]=[CH:23][CH:22]=[CH:21][C:19]=5[N:20]=4)=[CH:13][CH:12]=3)[CH2:9][CH:3]12)=[O:44]. The yield is 0.350. (5) The reactants are [Cl:1][C:2]1[C:3]([C:9]2[N:14]=[C:13]([NH:15][CH2:16][CH:17]3[CH2:22][CH2:21][O:20][CH2:19][CH2:18]3)[C:12]([NH2:23])=[N:11][CH:10]=2)=[CH:4][C:5](F)=[N:6][CH:7]=1.[C@H:24]1([NH2:31])[CH2:29][CH2:28][C@H:27]([NH2:30])[CH2:26][CH2:25]1. The catalyst is CS(C)=O. The product is [NH2:30][C@H:27]1[CH2:28][CH2:29][C@H:24]([NH:31][C:5]2[CH:4]=[C:3]([C:9]3[N:14]=[C:13]([NH:15][CH2:16][CH:17]4[CH2:22][CH2:21][O:20][CH2:19][CH2:18]4)[C:12]([NH2:23])=[N:11][CH:10]=3)[C:2]([Cl:1])=[CH:7][N:6]=2)[CH2:25][CH2:26]1. The yield is 0.499. (6) The reactants are [CH3:1][C:2]([C:5]#[C:6]/[CH:7]=[CH:8]/[CH2:9][N:10]([CH2:12][C:13]1[CH:14]=[CH:15][CH:16]=[C:17]2[CH:22]=[CH:21][CH:20]=[CH:19][C:18]=12)[CH3:11])([CH3:4])[CH3:3].[Cl:23]CC=CC#CC(C)(C)C.Cl.CC(C)(C)C#CC(O)C=C.CNCC1C2C(=CC=CC=2)C=CC=1.C(N(CC)C(C)C)(C)C. The catalyst is C(C(C)=O)C(C)C.[I-].C([N+](CCCC)(CCCC)CCCC)CCC.O. The product is [CH3:4][C:2]([C:5]#[C:6]/[CH:7]=[CH:8]/[CH2:9][N:10]([CH2:12][C:13]1[CH:14]=[CH:15][CH:16]=[C:17]2[CH:22]=[CH:21][CH:20]=[CH:19][C:18]=12)[CH3:11])([CH3:1])[CH3:3].[ClH:23]. The yield is 0.534. (7) The reactants are [CH3:1][S:2]([C:5]1[CH:22]=[CH:21][C:8](/[CH:9]=[C:10]2/[C:11](=O)[CH2:12][CH2:13][C:14]3[C:19]/2=[CH:18][CH:17]=[CH:16][CH:15]=3)=[CH:7][CH:6]=1)(=[O:4])=[O:3].O.[NH2:24][NH2:25]. The catalyst is C(O)(=O)C.C(O)C. The product is [CH3:1][S:2]([C:5]1[CH:22]=[CH:21][C:8]([C:9]2[NH:24][N:25]=[C:11]3[C:10]=2[C:19]2[CH:18]=[CH:17][CH:16]=[CH:15][C:14]=2[CH2:13][CH2:12]3)=[CH:7][CH:6]=1)(=[O:4])=[O:3]. The yield is 0.680.